This data is from Reaction yield outcomes from USPTO patents with 853,638 reactions. The task is: Predict the reaction yield, written as a fraction of the theoretical maximum amount of product (1.0 means a 100% yield; for example, 0.34 means a 34% yield). The reactants are [CH3:1][N:2]1[CH:6]=[C:5]([C:7]2[NH:12][C:11](=O)[N:10]3[CH:14]=[CH:15][N:16]=[C:9]3[CH:8]=2)[CH:4]=[N:3]1.CCN(C(C)C)C(C)C.O=P(Cl)(Cl)[Cl:28].CO.CCN(C(C)C)C(C)C.CCOC(C)=O. The catalyst is C(Cl)Cl. The product is [Cl:28][C:11]1[N:10]2[CH:14]=[CH:15][N:16]=[C:9]2[CH:8]=[C:7]([C:5]2[CH:4]=[N:3][N:2]([CH3:1])[CH:6]=2)[N:12]=1. The yield is 0.540.